From a dataset of Catalyst prediction with 721,799 reactions and 888 catalyst types from USPTO. Predict which catalyst facilitates the given reaction. Reactant: [Cl:1][C:2]1[CH:7]=[CH:6][C:5]([CH:8]([C:36]2[CH:41]=[CH:40][C:39]([Cl:42])=[CH:38][CH:37]=2)[C:9]2[CH:10]=[C:11]3[C:16](=[CH:17][CH:18]=2)[N:15]=[N:14][CH:13]=[C:12]3[NH:19][CH:20]2[CH2:25][CH2:24][N:23]([C:26]3[CH:35]=[CH:34][C:29]([C:30]([O:32]C)=[O:31])=[CH:28][CH:27]=3)[CH2:22][CH2:21]2)=[CH:4][CH:3]=1.[OH-].[Na+].CO.Cl. Product: [Cl:1][C:2]1[CH:7]=[CH:6][C:5]([CH:8]([C:36]2[CH:37]=[CH:38][C:39]([Cl:42])=[CH:40][CH:41]=2)[C:9]2[CH:10]=[C:11]3[C:16](=[CH:17][CH:18]=2)[N:15]=[N:14][CH:13]=[C:12]3[NH:19][CH:20]2[CH2:21][CH2:22][N:23]([C:26]3[CH:35]=[CH:34][C:29]([C:30]([OH:32])=[O:31])=[CH:28][CH:27]=3)[CH2:24][CH2:25]2)=[CH:4][CH:3]=1. The catalyst class is: 132.